Dataset: Reaction yield outcomes from USPTO patents with 853,638 reactions. Task: Predict the reaction yield, written as a fraction of the theoretical maximum amount of product (1.0 means a 100% yield; for example, 0.34 means a 34% yield). The reactants are [CH2:1]([C@@:4]1([C:24]2[CH:29]=[CH:28][C:27]([F:30])=[CH:26][CH:25]=2)[O:9][C:8](=[O:10])[N:7]([C@H:11]2[CH2:16][CH2:15][CH2:14][N:13](C(OC(C)(C)C)=O)[CH2:12]2)[CH2:6][CH2:5]1)[CH:2]=[CH2:3].C(O)(C(F)(F)F)=O.C([O-])(O)=O.[Na+]. The catalyst is C(Cl)Cl. The product is [CH2:1]([C@@:4]1([C:24]2[CH:29]=[CH:28][C:27]([F:30])=[CH:26][CH:25]=2)[O:9][C:8](=[O:10])[N:7]([C@H:11]2[CH2:16][CH2:15][CH2:14][NH:13][CH2:12]2)[CH2:6][CH2:5]1)[CH:2]=[CH2:3]. The yield is 1.00.